Dataset: Catalyst prediction with 721,799 reactions and 888 catalyst types from USPTO. Task: Predict which catalyst facilitates the given reaction. Product: [NH2:65][CH2:64][CH2:63][CH2:62][CH2:61][CH2:60][NH:59][C:57]([CH2:74][CH2:72][N:68]1[CH2:67][CH2:66][CH:11]([O:10][C:8](=[O:9])[NH:7][C:2]2[CH:3]=[CH:4][CH:5]=[CH:6][C:1]=2[C:22]2[CH:23]=[CH:24][CH:25]=[CH:26][CH:27]=2)[CH2:71][CH2:69]1)=[O:56]. The catalyst class is: 2. Reactant: [C:1]1([C:22]2[CH:27]=[CH:26][CH:25]=[CH:24][CH:23]=2)[CH:6]=[CH:5][CH:4]=[CH:3][C:2]=1[NH:7][C:8]([O:10][CH:11]1CCN(CCC(O)=O)CC1)=[O:9].CN(C(ON1N=NC2C=CC=NC1=2)=[N+](C)C)C.F[P-](F)(F)(F)(F)F.C([O:56][C:57]([NH:59][CH2:60][CH2:61][CH2:62][CH2:63][CH2:64][NH2:65])=O)(C)(C)C.[CH3:66][CH2:67][N:68]([CH:72]([CH3:74])C)[CH:69]([CH3:71])C.